From a dataset of Full USPTO retrosynthesis dataset with 1.9M reactions from patents (1976-2016). Predict the reactants needed to synthesize the given product. Given the product [CH3:8][N:9]1[C:17]2[C:12](=[CH:13][CH:14]=[CH:15][CH:16]=2)[C:11]([C@H:3]([CH2:4][CH2:5][CH3:6])[CH2:2][CH:1]=[O:7])=[CH:10]1, predict the reactants needed to synthesize it. The reactants are: [CH:1](=[O:7])[CH:2]=[CH:3][CH2:4][CH2:5][CH3:6].[CH3:8][N:9]1[C:17]2[C:12](=[CH:13][CH:14]=[CH:15][CH:16]=2)[CH:11]=[CH:10]1.C(O)(C(F)(F)F)=O.C([C@@H]1N[C@H](C(C)(C)C)N(C)C1=O)C1C=CC=CC=1.